This data is from Reaction yield outcomes from USPTO patents with 853,638 reactions. The task is: Predict the reaction yield, written as a fraction of the theoretical maximum amount of product (1.0 means a 100% yield; for example, 0.34 means a 34% yield). The reactants are [CH2:1]([O:3][C:4]([C:6]1([CH2:19][C:20]2[CH:25]=[CH:24][CH:23]=[CH:22][C:21]=2[N+:26]([O-])=O)[CH2:11][CH2:10][N:9]([C:12]([O:14][C:15]([CH3:18])([CH3:17])[CH3:16])=[O:13])[CH2:8][CH2:7]1)=[O:5])[CH3:2]. The catalyst is [Pd].C(O)C. The product is [CH2:1]([O:3][C:4]([C:6]1([CH2:19][C:20]2[CH:25]=[CH:24][CH:23]=[CH:22][C:21]=2[NH2:26])[CH2:11][CH2:10][N:9]([C:12]([O:14][C:15]([CH3:18])([CH3:16])[CH3:17])=[O:13])[CH2:8][CH2:7]1)=[O:5])[CH3:2]. The yield is 0.990.